From a dataset of Catalyst prediction with 721,799 reactions and 888 catalyst types from USPTO. Predict which catalyst facilitates the given reaction. (1) Reactant: [CH3:1][N:2]([CH3:32])[CH2:3][CH2:4][CH2:5][NH:6]C(C1C=C(C2C=CC(CSCCOC3C=CC=CC=3)=CC=2)C=CC=1)=O.[O:33]([CH2:40][CH2:41][S:42][CH2:43][C:44]1[CH:45]=[C:46]([C:50]2[CH:55]=[CH:54][C:53]([C:56](O)=[O:57])=[CH:52][CH:51]=2)[CH:47]=[CH:48][CH:49]=1)[C:34]1[CH:39]=[CH:38][CH:37]=[CH:36][CH:35]=1.CN(C)CCCN. Product: [CH3:1][N:2]([CH3:32])[CH2:3][CH2:4][CH2:5][NH:6][C:56]([C:53]1[CH:52]=[CH:51][C:50]([C:46]2[CH:47]=[CH:48][CH:49]=[C:44]([CH2:43][S:42][CH2:41][CH2:40][O:33][C:34]3[CH:39]=[CH:38][CH:37]=[CH:36][CH:35]=3)[CH:45]=2)=[CH:55][CH:54]=1)=[O:57]. The catalyst class is: 1. (2) The catalyst class is: 6. Reactant: C(OC([N:8]([CH2:42][C:43]([O:45]C(C)(C)C)=[O:44])[C:9]1[CH:14]=[CH:13][CH:12]=[C:11]([CH:15]([CH2:26][C:27]2[CH:32]=[CH:31][C:30]([C:33]3[CH:38]=[CH:37][C:36]([O:39][CH2:40][CH3:41])=[CH:35][CH:34]=3)=[CH:29][CH:28]=2)[NH:16]S(C2C=CC=CN=2)(=O)=O)[N:10]=1)=O)(C)(C)C.C(OC(N(CC(OC(C)(C)C)=O)C1C=CC=C(C(CC2C=CC(C3C=CC=C(OCC)C=3)=CC=2)([S:66]([C:69]2[CH:74]=[CH:73][CH:72]=[CH:71][N:70]=2)(=[O:68])=[O:67])N)N=1)=O)(C)(C)C.Cl. Product: [CH2:40]([O:39][C:36]1[CH:37]=[CH:38][C:33]([C:30]2[CH:29]=[CH:28][C:27]([CH2:26][C:15]([S:66]([C:69]3[CH:74]=[CH:73][CH:72]=[CH:71][N:70]=3)(=[O:68])=[O:67])([NH2:16])[C:11]3[N:10]=[C:9]([NH:8][CH2:42][C:43]([OH:45])=[O:44])[CH:14]=[CH:13][CH:12]=3)=[CH:32][CH:31]=2)=[CH:34][CH:35]=1)[CH3:41]. (3) Reactant: [CH2:1]([CH2:3][NH2:4])[OH:2].[CH3:5][O:6][C:7]1[CH:8]=[C:9]2[C:14](=[CH:15][C:16]=1[O:17][CH3:18])[N:13]=[CH:12][CH:11]=[C:10]2[O:19][C:20]1[CH:25]=[CH:24][C:23]([NH:26][C:27](=O)[O:28]C2C=CC=CC=2)=[CH:22][C:21]=1[F:36].O.C(=O)(O)[O-].[Na+]. Product: [CH3:5][O:6][C:7]1[CH:8]=[C:9]2[C:14](=[CH:15][C:16]=1[O:17][CH3:18])[N:13]=[CH:12][CH:11]=[C:10]2[O:19][C:20]1[CH:25]=[CH:24][C:23]([NH:26][C:27]([NH:4][CH2:3][CH2:1][OH:2])=[O:28])=[CH:22][C:21]=1[F:36]. The catalyst class is: 49. (4) Reactant: [CH2:1]([C:3]1[CH:8]=[CH:7][CH:6]=[C:5]([CH2:9][CH3:10])[C:4]=1[N:11]=[C:12]=S)[CH3:2].[NH2:14][C:15]1[CH:16]=[C:17]([CH:30]=[CH:31][C:32]=1[NH2:33])[C:18]([NH:20][C:21]1[CH:29]=[C:28]2[C:24]([CH:25]=[N:26][NH:27]2)=[CH:23][CH:22]=1)=[O:19]. Product: [NH:27]1[C:28]2[C:24](=[CH:23][CH:22]=[C:21]([NH:20][C:18]([C:17]3[CH:30]=[CH:31][C:32]4[N:33]=[C:12]([NH:11][C:4]5[C:3]([CH2:1][CH3:2])=[CH:8][CH:7]=[CH:6][C:5]=5[CH2:9][CH3:10])[NH:14][C:15]=4[CH:16]=3)=[O:19])[CH:29]=2)[CH:25]=[N:26]1. The catalyst class is: 198. (5) Reactant: [C:1]([NH:4][C:5](=[CH2:10])[C:6]([O:8][CH3:9])=[O:7])(=[O:3])[CH3:2].S[CH:12]([CH2:16][CH2:17][CH3:18])[CH2:13][CH2:14][CH3:15].C(N(CC)CC)C.O[O:27][S:28]([O-:30])=O.[K+]. Product: [C:1]([NH:4][C@H:5]([C:6]([O:8][CH3:9])=[O:7])[CH2:10][S:28]([CH:12]([CH2:16][CH2:17][CH3:18])[CH2:13][CH2:14][CH3:15])(=[O:30])=[O:27])(=[O:3])[CH3:2]. The catalyst class is: 5. (6) Reactant: [F:1][C:2]1[N:7]=[CH:6][C:5]([CH:8]([OH:32])[CH:9]([NH:24]C(=O)OC(C)(C)C)[CH2:10][C:11]2[CH:16]=[CH:15][CH:14]=[C:13]([O:17][C:18]([F:23])([F:22])[CH:19]([F:21])[F:20])[CH:12]=2)=[CH:4][CH:3]=1. Product: [NH2:24][CH:9]([CH2:10][C:11]1[CH:16]=[CH:15][CH:14]=[C:13]([O:17][C:18]([F:22])([F:23])[CH:19]([F:20])[F:21])[CH:12]=1)[CH:8]([C:5]1[CH:6]=[N:7][C:2]([F:1])=[CH:3][CH:4]=1)[OH:32]. The catalyst class is: 55. (7) Reactant: [N:1]([O-:3])=O.[Na+].[CH3:5][CH2:6][O:7][C:8]([CH2:10][C:11]([C:13]1[CH:18]=[CH:17][CH:16]=[CH:15][CH:14]=1)=[O:12])=[O:9]. Product: [CH2:6]([O:7][C:8](=[O:9])[C:10](=[N:1][OH:3])[C:11](=[O:12])[C:13]1[CH:14]=[CH:15][CH:16]=[CH:17][CH:18]=1)[CH3:5]. The catalyst class is: 211. (8) Reactant: [Cl:1][C:2]1[N:7]=[C:6]([CH2:8][OH:9])[C:5]2[C:10]([O:32][CH3:33])=[N:11][N:12]([C:13]([C:26]3[CH:31]=[CH:30][CH:29]=[CH:28][CH:27]=3)([C:20]3[CH:25]=[CH:24][CH:23]=[CH:22][CH:21]=3)[C:14]3[CH:19]=[CH:18][CH:17]=[CH:16][CH:15]=3)[C:4]=2[CH:3]=1.CCN(C(C)C)C(C)C.[C:43](Cl)(=[O:45])[CH3:44]. Product: [C:43]([O:9][CH2:8][C:6]1[C:5]2[C:10]([O:32][CH3:33])=[N:11][N:12]([C:13]([C:14]3[CH:19]=[CH:18][CH:17]=[CH:16][CH:15]=3)([C:20]3[CH:21]=[CH:22][CH:23]=[CH:24][CH:25]=3)[C:26]3[CH:27]=[CH:28][CH:29]=[CH:30][CH:31]=3)[C:4]=2[CH:3]=[C:2]([Cl:1])[N:7]=1)(=[O:45])[CH3:44]. The catalyst class is: 2. (9) Reactant: [NH2:1][C:2]1[CH:7]=[CH:6][C:5]([C:8]2[N:9]=[C:10]([N:21]3[CH2:26][CH2:25][O:24][CH2:23][C@@H:22]3[CH3:27])[C:11]3[CH2:17][CH2:16][N:15]([C:18](=[O:20])[CH3:19])[CH2:14][C:12]=3[N:13]=2)=[CH:4][CH:3]=1.[O:28]1CCOC[CH2:29]1.C(N(CC)CC)C.C(Cl)(Cl)=O.[CH2:45]([CH2:47][NH2:48])[OH:46]. Product: [C:18]([N:15]1[CH2:16][CH2:17][C:11]2[C:10]([N:21]3[CH2:26][CH2:25][O:24][CH2:23][C@@H:22]3[CH3:27])=[N:9][C:8]([C:5]3[CH:4]=[CH:3][C:2]([NH:1][C:29]([NH:48][CH2:47][CH2:45][OH:46])=[O:28])=[CH:7][CH:6]=3)=[N:13][C:12]=2[CH2:14]1)(=[O:20])[CH3:19]. The catalyst class is: 11.